From a dataset of Catalyst prediction with 721,799 reactions and 888 catalyst types from USPTO. Predict which catalyst facilitates the given reaction. (1) Reactant: O1[C:5]2([CH2:10][CH2:9][N:8]([C:11]3[C:12]([CH2:33][CH3:34])=[CH:13][C:14]4[C:26](=[O:27])[C:25]5[C:24]6[C:19](=[CH:20][C:21]([C:28]#[N:29])=[CH:22][CH:23]=6)[NH:18][C:17]=5[C:16]([CH3:31])([CH3:30])[C:15]=4[CH:32]=3)[CH2:7][CH2:6]2)[O:4]CC1.Cl.[OH-].[Na+]. Product: [CH2:33]([C:12]1[C:11]([N:8]2[CH2:7][CH2:6][C:5](=[O:4])[CH2:10][CH2:9]2)=[CH:32][C:15]2[C:16]([CH3:31])([CH3:30])[C:17]3[NH:18][C:19]4[C:24]([C:25]=3[C:26](=[O:27])[C:14]=2[CH:13]=1)=[CH:23][CH:22]=[C:21]([C:28]#[N:29])[CH:20]=4)[CH3:34]. The catalyst class is: 56. (2) Reactant: C([O:3][C:4](=[O:31])[CH:5]([C:17]1[CH:22]=[C:21]([O:23][CH2:24][CH3:25])[C:20]([O:26][CH2:27][CH2:28][OH:29])=[CH:19][C:18]=1[F:30])[NH:6][C:7]1[CH:12]=[CH:11][C:10]([C:13](=[NH:16])[NH:14][OH:15])=[CH:9][CH:8]=1)C.[OH-].[Na+:33].[ClH:34]. Product: [Cl-:34].[Na+:33].[CH2:24]([O:23][C:21]1[C:20]([O:26][CH2:27][CH2:28][OH:29])=[CH:19][C:18]([F:30])=[C:17]([CH:5]([NH:6][C:7]2[CH:8]=[CH:9][C:10]([C:13](=[NH:16])[NH:14][OH:15])=[CH:11][CH:12]=2)[C:4]([OH:31])=[O:3])[CH:22]=1)[CH3:25]. The catalyst class is: 1. (3) Reactant: [I-:1].[Na+].[C:3]([CH:5]1[CH2:8][N:7]([C:9](=[O:33])[C@H:10]([NH:12][C:13]([C:15]2[C:23]3[C:18](=[N:19][CH:20]=[C:21](Br)[N:22]=3)[N:17]([CH2:25][O:26][CH2:27][CH2:28][Si:29]([CH3:32])([CH3:31])[CH3:30])[CH:16]=2)=[O:14])[CH3:11])[CH2:6]1)#[N:4].CN[C@@H]1CCCC[C@H]1NC. Product: [C:3]([CH:5]1[CH2:8][N:7]([C:9](=[O:33])[C@H:10]([NH:12][C:13]([C:15]2[C:23]3[C:18](=[N:19][CH:20]=[C:21]([I:1])[N:22]=3)[N:17]([CH2:25][O:26][CH2:27][CH2:28][Si:29]([CH3:32])([CH3:31])[CH3:30])[CH:16]=2)=[O:14])[CH3:11])[CH2:6]1)#[N:4]. The catalyst class is: 321. (4) Reactant: [C:1]([NH:5][S:6]([C:9]1[C:18]2[C:13](=[CH:14][CH:15]=[CH:16][CH:17]=2)[C:12]([C:19]([OH:21])=O)=[CH:11][CH:10]=1)(=[O:8])=[O:7])([CH3:4])([CH3:3])[CH3:2].C(Cl)(=O)C([Cl:25])=O. Product: [C:1]([NH:5][S:6]([C:9]1[C:18]2[C:13](=[CH:14][CH:15]=[CH:16][CH:17]=2)[C:12]([C:19]([Cl:25])=[O:21])=[CH:11][CH:10]=1)(=[O:8])=[O:7])([CH3:4])([CH3:3])[CH3:2]. The catalyst class is: 2. (5) The catalyst class is: 504. Reactant: [CH:1]1[C:13]2[CH:12]([CH2:14][O:15][C:16]([N:18]([CH3:26])[C@H:19]([C:23](O)=[O:24])[CH:20]([CH3:22])[CH3:21])=[O:17])[C:11]3[C:6](=[CH:7][CH:8]=[CH:9][CH:10]=3)[C:5]=2[CH:4]=[CH:3][CH:2]=1.[CH3:27][O:28][C@@H:29]([C@@H:38]([N:43]([CH3:51])[C:44](=[O:50])[C@H:45]([CH:47]([CH3:49])[CH3:48])[NH2:46])[C@@H:39]([CH3:42])[CH2:40][CH3:41])[CH2:30][C:31]([O:33][C:34]([CH3:37])([CH3:36])[CH3:35])=[O:32].ClC1N=C(OC)N=C(OC)N=1.CN1CCOCC1. Product: [CH:10]1[C:11]2[CH:12]([CH2:14][O:15][C:16]([N:18]([CH3:26])[C@H:19]([C:23]([NH:46][C@H:45]([C:44]([N:43]([C@@H:38]([C@@H:39]([CH3:42])[CH2:40][CH3:41])[C@H:29]([O:28][CH3:27])[CH2:30][C:31]([O:33][C:34]([CH3:37])([CH3:35])[CH3:36])=[O:32])[CH3:51])=[O:50])[CH:47]([CH3:49])[CH3:48])=[O:24])[CH:20]([CH3:21])[CH3:22])=[O:17])[C:13]3[C:5](=[CH:4][CH:3]=[CH:2][CH:1]=3)[C:6]=2[CH:7]=[CH:8][CH:9]=1. (6) Reactant: [CH3:1][O:2][C:3](=[O:21])[CH2:4][C:5]1[CH:10]=[C:9]([Cl:11])[C:8]([O:12][C:13]2[CH:18]=[CH:17][C:16]([NH2:19])=[CH:15][CH:14]=2)=[C:7]([Cl:20])[CH:6]=1.[CH:22](=O)[C:23]1[CH:28]=[CH:27][CH:26]=[CH:25][CH:24]=1.C([BH3-])#N.[Na+]. Product: [CH3:1][O:2][C:3](=[O:21])[CH2:4][C:5]1[CH:10]=[C:9]([Cl:11])[C:8]([O:12][C:13]2[CH:18]=[CH:17][C:16]([NH:19][CH2:22][C:23]3[CH:28]=[CH:27][CH:26]=[CH:25][CH:24]=3)=[CH:15][CH:14]=2)=[C:7]([Cl:20])[CH:6]=1. The catalyst class is: 404. (7) Reactant: C[O:2][C:3]([C:5]1[CH:10]=[CH:9][CH:8]=[C:7]([CH2:11][O:12][C:13]2[CH:18]=[CH:17][C:16]([C:19](=[O:21])[CH3:20])=[C:15]([OH:22])[C:14]=2[CH2:23][CH2:24][CH3:25])[N:6]=1)=[O:4].[OH-].[Li+]. Product: [C:19]([C:16]1[CH:17]=[CH:18][C:13]([O:12][CH2:11][C:7]2[N:6]=[C:5]([C:3]([OH:4])=[O:2])[CH:10]=[CH:9][CH:8]=2)=[C:14]([CH2:23][CH2:24][CH3:25])[C:15]=1[OH:22])(=[O:21])[CH3:20]. The catalyst class is: 24. (8) Reactant: Br[C:2]1[CH:16]=[CH:15][C:5]([CH2:6][O:7][Si:8]([C:11]([CH3:14])([CH3:13])[CH3:12])([CH3:10])[CH3:9])=[CH:4][CH:3]=1.[CH2:17]([C:19]1[N:29]([CH2:30][C:31]2[CH:32]=[C:33]([CH:36]=[CH:37][CH:38]=2)[CH:34]=[O:35])[C:22]2=[N:23][C:24]([CH3:28])=[CH:25][C:26]([CH3:27])=[C:21]2[N:20]=1)[CH3:18].[Cl-].[NH4+]. Product: [Si:8]([O:7][CH2:6][C:5]1[CH:15]=[CH:16][C:2]([CH:34]([C:33]2[CH:36]=[CH:37][CH:38]=[C:31]([CH2:30][N:29]3[C:22]4=[N:23][C:24]([CH3:28])=[CH:25][C:26]([CH3:27])=[C:21]4[N:20]=[C:19]3[CH2:17][CH3:18])[CH:32]=2)[OH:35])=[CH:3][CH:4]=1)([C:11]([CH3:14])([CH3:13])[CH3:12])([CH3:10])[CH3:9]. The catalyst class is: 56.